From a dataset of Full USPTO retrosynthesis dataset with 1.9M reactions from patents (1976-2016). Predict the reactants needed to synthesize the given product. (1) Given the product [Br:5][C:6]1[CH:7]=[CH:8][C:9]([Cl:14])=[C:10]([OH:12])[CH:11]=1, predict the reactants needed to synthesize it. The reactants are: B(Br)(Br)Br.[Br:5][C:6]1[CH:7]=[CH:8][C:9]([Cl:14])=[C:10]([O:12]C)[CH:11]=1.C(=O)([O-])[O-].[K+].[K+].Cl. (2) Given the product [CH3:1][S:2]([O:6][CH2:7][CH2:8][O:9][C:10]1[CH:15]=[CH:14][C:13]([C:16]2[N:21]=[C:20]([C:22]#[N:23])[C:19]3[N:24]=[N:25][N:26]([CH3:27])[C:18]=3[CH:17]=2)=[CH:12][C:11]=1[C:28]([F:30])([F:29])[F:31])(=[O:4])=[O:3], predict the reactants needed to synthesize it. The reactants are: [CH3:1][S:2](Cl)(=[O:4])=[O:3].[OH:6][CH2:7][CH2:8][O:9][C:10]1[CH:15]=[CH:14][C:13]([C:16]2[N:21]=[C:20]([C:22]#[N:23])[C:19]3[N:24]=[N:25][N:26]([CH3:27])[C:18]=3[CH:17]=2)=[CH:12][C:11]=1[C:28]([F:31])([F:30])[F:29].C(N(C(C)C)CC)(C)C.CO. (3) Given the product [Cl:18][C:15]1[CH:14]=[CH:13][C:12]([C:7]2[C:6]([C:4]([OH:3])=[O:5])=[C:10](/[CH:11]=[CH:19]/[C:20]3[CH:25]=[CH:24][CH:23]=[CH:22][CH:21]=3)[O:9][N:8]=2)=[CH:17][CH:16]=1, predict the reactants needed to synthesize it. The reactants are: C([O:3][C:4]([C:6]1[C:7]([C:12]2[CH:17]=[CH:16][C:15]([Cl:18])=[CH:14][CH:13]=2)=[N:8][O:9][C:10]=1[CH3:11])=[O:5])C.[CH:19](=O)[C:20]1[CH:25]=[CH:24][CH:23]=[CH:22][CH:21]=1.[O-]CC.[Na+].Cl. (4) Given the product [NH2:32][C:2]1[CH:7]=[CH:6][C:5]([C:8]([C:10]2[CH:28]=[CH:27][CH:26]=[CH:25][C:11]=2[C:12]([NH:14][C:15]2[CH:20]=[CH:19][CH:18]=[C:17]([C:21]([F:24])([F:23])[F:22])[CH:16]=2)=[O:13])=[CH2:9])=[CH:4][C:3]=1[N+:29]([O-:31])=[O:30], predict the reactants needed to synthesize it. The reactants are: Cl[C:2]1[CH:7]=[CH:6][C:5]([C:8]([C:10]2[CH:28]=[CH:27][CH:26]=[CH:25][C:11]=2[C:12]([NH:14][C:15]2[CH:20]=[CH:19][CH:18]=[C:17]([C:21]([F:24])([F:23])[F:22])[CH:16]=2)=[O:13])=[CH2:9])=[CH:4][C:3]=1[N+:29]([O-:31])=[O:30].[N-:32]=[N+]=[N-].[Na+].CN(C)C=O.[BH4-].[Na+]. (5) The reactants are: [F:1][C:2]1[CH:3]=[C:4]([CH:7]=[CH:8][C:9]=1[OH:10])[CH:5]=[O:6].I[CH2:12][CH2:13][CH3:14]. Given the product [F:1][C:2]1[CH:3]=[C:4]([CH:7]=[CH:8][C:9]=1[O:10][CH2:12][CH2:13][CH3:14])[CH:5]=[O:6], predict the reactants needed to synthesize it. (6) Given the product [Br:19][C:20]1[CH:27]=[CH:26][C:23]([CH2:24][C:10]([CH3:18])([CH3:9])[C:11]([O:13][C:14]([CH3:17])([CH3:16])[CH3:15])=[O:12])=[CH:22][CH:21]=1, predict the reactants needed to synthesize it. The reactants are: C([N-]C(C)C)(C)C.[Li+].[CH3:9][CH:10]([CH3:18])[C:11]([O:13][C:14]([CH3:17])([CH3:16])[CH3:15])=[O:12].[Br:19][C:20]1[CH:27]=[CH:26][C:23]([CH2:24]Br)=[CH:22][CH:21]=1.Cl. (7) Given the product [C:2]([O:6][C:7]([N:9]1[CH2:14][CH2:13][CH:12]([CH2:15][CH2:16][CH2:17][O:18][C:19]2[CH:27]=[CH:26][C:22]([C:23](=[O:25])[NH:49][CH:50]([CH2:53][OH:54])[CH2:51][OH:52])=[C:21]([CH3:28])[N:20]=2)[CH2:11][CH2:10]1)=[O:8])([CH3:4])([CH3:3])[CH3:5], predict the reactants needed to synthesize it. The reactants are: O.[C:2]([O:6][C:7]([N:9]1[CH2:14][CH2:13][CH:12]([CH2:15][CH2:16][CH2:17][O:18][C:19]2[CH:27]=[CH:26][C:22]([C:23]([OH:25])=O)=[C:21]([CH3:28])[N:20]=2)[CH2:11][CH2:10]1)=[O:8])([CH3:5])([CH3:4])[CH3:3].CCN=C=NCCCN(C)C.CCN(C(C)C)C(C)C.[NH2:49][CH:50]([CH2:53][OH:54])[CH2:51][OH:52]. (8) Given the product [C:33]([O:37][C:38]([NH:40][C@H:41]([C:45]1[CH:46]=[CH:47][C:48]([O:51][CH2:52][CH2:53][O:54][CH3:55])=[CH:49][CH:50]=1)[C:42]([OH:44])=[O:43])=[O:39])([CH3:36])([CH3:35])[CH3:34], predict the reactants needed to synthesize it. The reactants are: C(O[C@H](C)[C@H](NC(OCC1C2C=CC=CC=2C2C1=CC=CC=2)=O)C(O)=O)C1C=CC=CC=1.[C:33]([O:37][C:38]([NH:40][C@H:41]([C:45]1[CH:50]=[CH:49][C:48]([O:51][CH2:52][CH2:53][O:54][CH:55]2CCCCO2)=[CH:47][CH:46]=1)[C:42]([OH:44])=[O:43])=[O:39])([CH3:36])([CH3:35])[CH3:34].C(OC(N[C@H](C1C=CC(OCC(OC)OCC)=CC=1)C(O)=O)=O)(C)(C)C. (9) Given the product [CH3:11][N:12]([CH3:17])[S:13]([N:3]1[C:4]2[CH:10]=[CH:9][CH:8]=[CH:7][C:5]=2[N:6]=[C:2]1[Cl:1])(=[O:15])=[O:14], predict the reactants needed to synthesize it. The reactants are: [Cl:1][C:2]1[NH:6][C:5]2[CH:7]=[CH:8][CH:9]=[CH:10][C:4]=2[N:3]=1.[CH3:11][N:12]([CH3:17])[S:13](Cl)(=[O:15])=[O:14].N12CCN(CC1)CC2.O.